Dataset: Peptide-MHC class I binding affinity with 185,985 pairs from IEDB/IMGT. Task: Regression. Given a peptide amino acid sequence and an MHC pseudo amino acid sequence, predict their binding affinity value. This is MHC class I binding data. (1) The peptide sequence is EVVMAYVGIK. The MHC is H-2-Db with pseudo-sequence H-2-Db. The binding affinity (normalized) is 0.0302. (2) The peptide sequence is PSTDVNKQNK. The MHC is HLA-A33:01 with pseudo-sequence HLA-A33:01. The binding affinity (normalized) is 0. (3) The peptide sequence is LFLSFCSLF. The MHC is HLA-B08:02 with pseudo-sequence HLA-B08:02. The binding affinity (normalized) is 0.0847. (4) The peptide sequence is MMWATAQAL. The MHC is HLA-B83:01 with pseudo-sequence HLA-B83:01. The binding affinity (normalized) is 0.213. (5) The peptide sequence is LAYARGQAM. The MHC is HLA-B40:01 with pseudo-sequence HLA-B40:01. The binding affinity (normalized) is 0.213.